This data is from HIV replication inhibition screening data with 41,000+ compounds from the AIDS Antiviral Screen. The task is: Binary Classification. Given a drug SMILES string, predict its activity (active/inactive) in a high-throughput screening assay against a specified biological target. (1) The drug is CCN1C(NCCO)=NS(=O)(=O)c2ccccc21. The result is 0 (inactive). (2) The drug is CC(=O)C(=CNc1c(C)n(C)n(C)c1=O)C(=O)c1ccccc1. The result is 0 (inactive). (3) The molecule is S=C1NC2(CCCCC2)N2C(=S)NC3(CCCCC3)N12. The result is 0 (inactive). (4) The drug is NC(=O)NN=C1CCCCC1c1ccccc1. The result is 0 (inactive). (5) The drug is Cc1cc(C)nc(NS(=O)(=O)c2ccc(Nc3c4ccccc4nc4c(C(=O)Nc5ccc(S(=O)(=O)Nc6cc(C)on6)cc5)cccc34)cc2)n1. The result is 0 (inactive). (6) The molecule is O=C1CC2CCC(C1)S2=O. The result is 0 (inactive). (7) The result is 0 (inactive). The molecule is CC(CS)C(=O)N1c2ccccc2CC1C(=O)O. (8) The compound is O=C(OCC(Cl)(Cl)Cl)N1CCC(C2CCCCC2)C1. The result is 0 (inactive).